From a dataset of Reaction yield outcomes from USPTO patents with 853,638 reactions. Predict the reaction yield, written as a fraction of the theoretical maximum amount of product (1.0 means a 100% yield; for example, 0.34 means a 34% yield). (1) The product is [Cl:39][CH2:40][C:41]([NH:4][CH2:5][CH2:6][CH2:7][N:8]1[C:17]2[C:12](=[C:13]([F:22])[CH:14]=[CH:15][C:16]=2[O:18][CH2:19][CH2:20][CH3:21])[C:11](=[O:23])[C:10]([C:24]2[CH:25]=[CH:26][C:27]([O:30][CH3:31])=[CH:28][CH:29]=2)=[CH:9]1)=[O:42]. The catalyst is O. The yield is 0.480. The reactants are ClCCl.[NH2:4][CH2:5][CH2:6][CH2:7][N:8]1[C:17]2[C:12](=[C:13]([F:22])[CH:14]=[CH:15][C:16]=2[O:18][CH2:19][CH2:20][CH3:21])[C:11](=[O:23])[C:10]([C:24]2[CH:29]=[CH:28][C:27]([O:30][CH3:31])=[CH:26][CH:25]=2)=[CH:9]1.C(N(CC)CC)C.[Cl:39][CH2:40][C:41](Cl)=[O:42]. (2) The reactants are C([Mg]Cl)(C)C.[Li+].[Cl-].Br[C:9]1[C:10]([CH3:16])=[N:11][C:12]([CH3:15])=[CH:13][CH:14]=1.[C:17]([O:21][CH2:22][CH3:23])(=[O:20])[CH:18]=O.C1(C)C=CC=CC=1.S(Cl)(C)(=O)=O.[CH3:36][N:37]1[CH2:42][CH2:41][NH:40][CH2:39][CH2:38]1. The catalyst is C1COCC1.C(Cl)Cl.CCOC(C)=O. The product is [CH3:16][C:10]1[C:9]([CH:18]([N:40]2[CH2:41][CH2:42][N:37]([CH3:36])[CH2:38][CH2:39]2)[C:17]([O:21][CH2:22][CH3:23])=[O:20])=[CH:14][CH:13]=[C:12]([CH3:15])[N:11]=1. The yield is 0.590. (3) The reactants are [CH2:1]([O:8][C@@H:9]1[C@@H:14]([O:15][CH2:16][C:17]2[CH:22]=[CH:21][CH:20]=[CH:19][CH:18]=2)[C@@H:13]([O:23][CH2:24][C:25]2[CH:30]=[CH:29][CH:28]=[CH:27][CH:26]=2)[C@@H:12]([CH2:31][O:32][CH2:33][C:34]2[CH:39]=[CH:38][CH:37]=[CH:36][CH:35]=2)[O:11][C@:10]21[C:47]1[CH:46]=[C:45]3[C:48]([CH2:55][C:56]4[CH:61]=[CH:60][C:59]([CH2:62][CH3:63])=[CH:58][CH:57]=4)=[C:49]([Si](C)(C)C)[S:50][C:44]3=[CH:43][C:42]=1[CH2:41][O:40]2)[C:2]1[CH:7]=[CH:6][CH:5]=[CH:4][CH:3]=1.S(Cl)([Cl:67])(=O)=O.C(=O)([O-])O.[Na+]. The catalyst is C(#N)C. The product is [CH2:1]([O:8][C@@H:9]1[C@@H:14]([O:15][CH2:16][C:17]2[CH:22]=[CH:21][CH:20]=[CH:19][CH:18]=2)[C@@H:13]([O:23][CH2:24][C:25]2[CH:30]=[CH:29][CH:28]=[CH:27][CH:26]=2)[C@@H:12]([CH2:31][O:32][CH2:33][C:34]2[CH:39]=[CH:38][CH:37]=[CH:36][CH:35]=2)[O:11][C@:10]21[C:47]1[CH:46]=[C:45]3[C:48]([CH2:55][C:56]4[CH:61]=[CH:60][C:59]([CH2:62][CH3:63])=[CH:58][CH:57]=4)=[C:49]([Cl:67])[S:50][C:44]3=[CH:43][C:42]=1[CH2:41][O:40]2)[C:2]1[CH:7]=[CH:6][CH:5]=[CH:4][CH:3]=1. The yield is 0.430.